Task: Predict the reaction yield, written as a fraction of the theoretical maximum amount of product (1.0 means a 100% yield; for example, 0.34 means a 34% yield).. Dataset: Reaction yield outcomes from USPTO patents with 853,638 reactions (1) The reactants are [Br:1][C:2]1[CH:3]=[C:4]([C:9]#[N:10])[C:5](=[O:8])[NH:6][CH:7]=1.C(=O)([O-])[O-].[K+].[K+].Cl[CH2:18][C:19]([O:21][CH3:22])=[O:20].CN(C=O)C. The catalyst is C1COCC1. The product is [Br:1][C:2]1[CH:3]=[C:4]([C:9]#[N:10])[C:5](=[O:8])[N:6]([CH2:18][C:19]([O:21][CH3:22])=[O:20])[CH:7]=1. The yield is 0.740. (2) The reactants are [F:1][C:2]1[CH:7]=[CH:6][C:5]([C:8]2[N:13]=[C:12]([CH3:14])[C:11]([C:15]([OH:17])=O)=[CH:10][N:9]=2)=[CH:4][CH:3]=1.C(N(C(C)C)CC)(C)C.[CH3:27][NH:28][S:29]([C:32]1[CH:33]=[C:34]([CH:37]=[CH:38][CH:39]=1)[CH2:35][NH2:36])(=[O:31])=[O:30]. The catalyst is CN(C=O)C. The product is [CH3:27][NH:28][S:29]([C:32]1[CH:33]=[C:34]([CH:37]=[CH:38][CH:39]=1)[CH2:35][NH:36][C:15]([C:11]1[C:12]([CH3:14])=[N:13][C:8]([C:5]2[CH:4]=[CH:3][C:2]([F:1])=[CH:7][CH:6]=2)=[N:9][CH:10]=1)=[O:17])(=[O:30])=[O:31]. The yield is 0.520. (3) The product is [Cl:1][C:2]1[N:7]=[C:6]([C:8]2[N:25]3[CH:24]=[CH:26][CH:27]=[CH:29][C:20]3=[N:21][C:9]=2[C:11]2[CH:12]=[C:13]([CH:16]=[CH:17][CH:18]=2)[C:14]#[N:15])[CH:5]=[CH:4][N:3]=1. The catalyst is C(Cl)Cl.CCOC(C)=O.O. The reactants are [Cl:1][C:2]1[N:7]=[C:6]([CH2:8][C:9]([C:11]2[CH:12]=[C:13]([CH:16]=[CH:17][CH:18]=2)[C:14]#[N:15])=O)[CH:5]=[CH:4][N:3]=1.Cl[C:20]1[N:25]=[C:24](/[CH:26]=[C:27](\[C:29]2C=C(C=CC=2)C#N)/O)C=C[N:21]=1.C1C(=O)N(Br)C(=O)C1.NC1C=CC=CN=1. The yield is 0.750. (4) The reactants are C[O:2][C:3](=[O:14])[C:4]1[CH:9]=[CH:8][C:7]([O:10][CH2:11][CH2:12][OH:13])=[CH:6][CH:5]=1.[OH-].[Na+]. The catalyst is CO. The product is [OH:13][CH2:12][CH2:11][O:10][C:7]1[CH:8]=[CH:9][C:4]([C:3]([OH:14])=[O:2])=[CH:5][CH:6]=1. The yield is 0.420. (5) The reactants are [Cl:1][C:2]1[CH:7]=[CH:6][C:5]([N+:8]([O-])=O)=[CH:4][C:3]=1[CH2:11][C:12]([O:14][CH2:15][CH3:16])=[O:13].Cl. The catalyst is CCO.[Fe]. The product is [NH2:8][C:5]1[CH:6]=[CH:7][C:2]([Cl:1])=[C:3]([CH2:11][C:12]([O:14][CH2:15][CH3:16])=[O:13])[CH:4]=1. The yield is 0.560. (6) The reactants are [F:1][C:2]1[C:23]([O:24][CH3:25])=[C:22]([F:26])[C:5]2[N:6]=[C:7]([NH:9][C:10]([C:12]3[N:13]=[CH:14][C:15]4[C:20]([CH:21]=3)=[CH:19][CH:18]=[CH:17][CH:16]=4)=[O:11])[NH:8][C:4]=2[C:3]=1[C:27](O)=[O:28].CN(C(ON1N=NC2C=CC=CC1=2)=[N+](C)C)C.F[P-](F)(F)(F)(F)F.CCN(C(C)C)C(C)C.S(O)(O)(=O)=O.[NH2:68][C:69]1[NH:70][CH:71]=[CH:72][N:73]=1. The catalyst is CN(C=O)C.[Cl-].[Na+].O. The product is [F:26][C:22]1[C:5]2[N:6]=[C:7]([NH:9][C:10]([C:12]3[N:13]=[CH:14][C:15]4[C:20]([CH:21]=3)=[CH:19][CH:18]=[CH:17][CH:16]=4)=[O:11])[NH:8][C:4]=2[C:3]([C:27](=[O:28])[NH:68][C:69]2[NH:70][CH:71]=[CH:72][N:73]=2)=[C:2]([F:1])[C:23]=1[O:24][CH3:25]. The yield is 0.350. (7) The reactants are O[C:2]1[N:7]=[C:6]([C:8]2[S:9][CH:10]=[C:11]([C:13]([F:16])([F:15])[F:14])[N:12]=2)[NH:5][C:4]([O:18][CH3:19])(O)[CH:3]=1.C(N(CC)C1C=CC=CC=1)C.O=P(Cl)(Cl)[Cl:33]. No catalyst specified. The product is [Cl:33][C:2]1[CH:3]=[C:4]([O:18][CH3:19])[N:5]=[C:6]([C:8]2[S:9][CH:10]=[C:11]([C:13]([F:16])([F:15])[F:14])[N:12]=2)[N:7]=1. The yield is 0.450. (8) The reactants are [NH2:1][C:2]1[CH:9]=[CH:8][C:7]([Cl:10])=[CH:6][C:3]=1[CH2:4][OH:5]. The catalyst is C(Cl)(Cl)Cl.[O-2].[Mn+4].[O-2]. The product is [NH2:1][C:2]1[CH:9]=[CH:8][C:7]([Cl:10])=[CH:6][C:3]=1[CH:4]=[O:5]. The yield is 0.810. (9) The product is [NH2:10][CH2:9][CH2:8][CH2:7][CH2:6][O:5][C:4]1[CH:18]=[CH:19][CH:20]=[C:21]([N+:22]([O-:24])=[O:23])[C:3]=1[C:1]#[N:2]. The yield is 1.00. The catalyst is C(Cl)Cl.C(O)(C(F)(F)F)=O. The reactants are [C:1]([C:3]1[C:21]([N+:22]([O-:24])=[O:23])=[CH:20][CH:19]=[CH:18][C:4]=1[O:5][CH2:6][CH2:7][CH2:8][CH2:9][NH:10]C(=O)OC(C)(C)C)#[N:2].